Dataset: Forward reaction prediction with 1.9M reactions from USPTO patents (1976-2016). Task: Predict the product of the given reaction. (1) Given the reactants Cl.C[O:3][C:4](=[O:39])[C:5]1[CH:10]=[CH:9][C:8]([CH2:11][O:12][C:13]2[CH:18]=[CH:17][C:16]([CH2:19][C@H:20]([NH2:38])[C:21]3[N:22]([CH2:34][CH2:35][CH2:36][CH3:37])[CH:23]=[C:24]([C:26]4[CH:31]=[CH:30][C:29]([Cl:32])=[CH:28][C:27]=4[Cl:33])[N:25]=3)=[CH:15][CH:14]=2)=[CH:7][CH:6]=1.[CH3:40][O:41][C:42]1[CH:47]=[CH:46][C:45]([C:48]2([C:53]([OH:55])=O)[CH2:52][CH2:51][CH2:50][CH2:49]2)=[CH:44][CH:43]=1, predict the reaction product. The product is: [CH2:34]([N:22]1[CH:23]=[C:24]([C:26]2[CH:31]=[CH:30][C:29]([Cl:32])=[CH:28][C:27]=2[Cl:33])[N:25]=[C:21]1[C@@H:20]([NH:38][C:53]([C:48]1([C:45]2[CH:44]=[CH:43][C:42]([O:41][CH3:40])=[CH:47][CH:46]=2)[CH2:49][CH2:50][CH2:51][CH2:52]1)=[O:55])[CH2:19][C:16]1[CH:17]=[CH:18][C:13]([O:12][CH2:11][C:8]2[CH:7]=[CH:6][C:5]([C:4]([OH:39])=[O:3])=[CH:10][CH:9]=2)=[CH:14][CH:15]=1)[CH2:35][CH2:36][CH3:37]. (2) Given the reactants ClC1C2N(C)O[C@H]3N[C@H](C([O:18][C@@H:19]4[C@:28]5([OH:29])[C@H:23]([C@H:24]([C:31]([CH3:33])=[CH2:32])[CH2:25][CH2:26][C@H:27]5[CH3:30])[CH:22]=[C:21]([CH3:34])[C@H:20]4[O:35][C:36](=[O:38])[CH3:37])=O)C[C@@]3(O)C=2C=CC=1.C(N(CC)CC)C, predict the reaction product. The product is: [C:36]([O:35][C@@H:20]1[C:21]([CH3:34])=[CH:22][C@H:23]2[C@@:28]([OH:29])([C@@H:27]([CH3:30])[CH2:26][CH2:25][C@H:24]2[C:31]([CH3:33])=[CH2:32])[C@H:19]1[OH:18])(=[O:38])[CH3:37]. (3) Given the reactants [CH3:1][O-:2].[Na+].[NH2:4][C:5]1[C:14]([N+:15]([O-:17])=[O:16])=[C:13]([Br:18])[CH:12]=[C:11](F)[C:6]=1[C:7]([O:9][CH3:10])=[O:8], predict the reaction product. The product is: [NH2:4][C:5]1[C:14]([N+:15]([O-:17])=[O:16])=[C:13]([Br:18])[CH:12]=[C:11]([O:2][CH3:1])[C:6]=1[C:7]([O:9][CH3:10])=[O:8]. (4) Given the reactants O=C1[N:6](CC(OC(C)(C)C)=O)[C:5]2[CH:15]=[CH:16][CH:17]=[CH:18]C=2N1.[Br:19][C:20]1[CH:21]=[CH:22][C:23]2[NH:27][C:26](=[O:28])[N:25]([CH2:29][C:30]([O:32]C(C)(C)C)=[O:31])[C:24]=2[CH:37]=1, predict the reaction product. The product is: [Br:19][C:20]1[CH:21]=[CH:22][C:23]2[N:27]([C:18]3[CH:17]=[CH:16][CH:15]=[CH:5][N:6]=3)[C:26](=[O:28])[N:25]([CH2:29][C:30]([OH:32])=[O:31])[C:24]=2[CH:37]=1. (5) The product is: [C:7]([O:6][C:4]([C:3]1[C:2]([NH:1][C:48](=[O:49])[C:47]2[CH:51]=[C:43]([CH2:42][C:36]3[C:37](=[O:41])[C:38]([O:39][CH3:40])=[C:33]([O:32][CH3:31])[C:34](=[O:57])[C:35]=3[CH3:56])[CH:44]=[CH:45][C:46]=2[O:52][C:53](=[O:55])[CH3:54])=[N:14][CH:13]=[CH:12][CH:11]=1)=[O:5])([CH3:10])([CH3:8])[CH3:9]. Given the reactants [NH2:1][C:2]1[N:14]=[CH:13][CH:12]=[CH:11][C:3]=1[C:4]([O:6][C:7]([CH3:10])([CH3:9])[CH3:8])=[O:5].C(N(CC)CC)C.[Cl-].ClC1N(C)CC[NH+]1C.[CH3:31][O:32][C:33]1[C:34](=[O:57])[C:35]([CH3:56])=[C:36]([CH2:42][C:43]2[CH:44]=[CH:45][C:46]([O:52][C:53](=[O:55])[CH3:54])=[C:47]([CH:51]=2)[C:48](O)=[O:49])[C:37](=[O:41])[C:38]=1[O:39][CH3:40], predict the reaction product.